From a dataset of Forward reaction prediction with 1.9M reactions from USPTO patents (1976-2016). Predict the product of the given reaction. (1) The product is: [Br:10][CH2:11][CH2:12][O:13][C:14]1[C:23]([O:24][C:25]([C:27]2[CH:32]=[CH:31][CH:30]=[CH:29][CH:28]=2)=[O:26])=[CH:22][C:21]([N+:1]([O-:4])=[O:2])=[CH:20][C:15]=1[C:16]([O:18][CH3:19])=[O:17]. Given the reactants [N+:1]([O-:4])(O)=[O:2].S(=O)(=O)(O)O.[Br:10][CH2:11][CH2:12][O:13][C:14]1[C:23]([O:24][C:25]([C:27]2[CH:32]=[CH:31][CH:30]=[CH:29][CH:28]=2)=[O:26])=[CH:22][CH:21]=[CH:20][C:15]=1[C:16]([O:18][CH3:19])=[O:17], predict the reaction product. (2) Given the reactants Cl[C:2]1[N:9]=[C:8]([C:10]2[CH:15]=[CH:14][C:13]([Cl:16])=[CH:12][C:11]=2[Cl:17])[C:7]([C:18]2[CH:23]=[CH:22][C:21]([Cl:24])=[CH:20][CH:19]=2)=[CH:6][C:3]=1[C:4]#[N:5].C([O-])([O-])=O.[Cs+].[Cs+].[F:31][C:32]1[CH:37]=[CH:36][C:35]([SH:38])=[CH:34][CH:33]=1, predict the reaction product. The product is: [Cl:24][C:21]1[CH:22]=[CH:23][C:18]([C:7]2[C:8]([C:10]3[CH:15]=[CH:14][C:13]([Cl:16])=[CH:12][C:11]=3[Cl:17])=[N:9][C:2]([S:38][C:35]3[CH:36]=[CH:37][C:32]([F:31])=[CH:33][CH:34]=3)=[C:3]([CH:6]=2)[C:4]#[N:5])=[CH:19][CH:20]=1. (3) Given the reactants Br[C:2]1[CH:3]=[CH:4][C:5]([O:13][CH3:14])=[C:6]([N:8]2[CH2:12][CH2:11][CH2:10][CH2:9]2)[CH:7]=1.[Li]C(C)(C)C.C(O[B:24]1[O:28][C:27]([CH3:30])([CH3:29])[C:26]([CH3:32])([CH3:31])[O:25]1)(C)C, predict the reaction product. The product is: [CH3:14][O:13][C:5]1[CH:4]=[CH:3][C:2]([B:24]2[O:28][C:27]([CH3:30])([CH3:29])[C:26]([CH3:32])([CH3:31])[O:25]2)=[CH:7][C:6]=1[N:8]1[CH2:12][CH2:11][CH2:10][CH2:9]1. (4) Given the reactants [Cl:1][C:2]1[CH:3]=[C:4]([C:9]2[N:13]([C:14]3[CH:15]=[CH:16][C:17]([S:20]([NH2:23])(=[O:22])=[O:21])=[N:18][CH:19]=3)[N:12]=[C:11]([C:24]([F:27])([F:26])[F:25])[CH:10]=2)[CH:5]=[CH:6][C:7]=1[OH:8].[F:28][C:29]([F:42])([F:41])[S:30](O[S:30]([C:29]([F:42])([F:41])[F:28])(=[O:32])=[O:31])(=[O:32])=[O:31], predict the reaction product. The product is: [NH2:23][S:20]([C:17]1[N:18]=[CH:19][C:14]([N:13]2[C:9]([C:4]3[CH:5]=[CH:6][C:7]([O:8][S:30]([C:29]([F:42])([F:41])[F:28])(=[O:32])=[O:31])=[C:2]([Cl:1])[CH:3]=3)=[CH:10][C:11]([C:24]([F:27])([F:25])[F:26])=[N:12]2)=[CH:15][CH:16]=1)(=[O:21])=[O:22]. (5) Given the reactants [CH3:1][O:2][C:3]1[CH:12]=[C:11]2[C:6]([C:7]([Cl:13])=[CH:8][CH:9]=[N:10]2)=[CH:5][C:4]=1[C:14](Cl)=[O:15].COC1C=C2C(C(=O)C=[CH:25][NH:26]2)=CC=1C(O)=O.CN.O, predict the reaction product. The product is: [CH3:25][NH:26][C:14]([C:4]1[CH:5]=[C:6]2[C:11](=[CH:12][C:3]=1[O:2][CH3:1])[N:10]=[CH:9][CH:8]=[C:7]2[Cl:13])=[O:15]. (6) The product is: [CH3:6][N:5]([CH3:7])[CH2:4][CH2:3][O:17][CH:16]([C:15]1[N:11]([CH3:10])[N:12]=[CH:13][CH:14]=1)[C:18]1[CH:23]=[CH:22][CH:21]=[CH:20][CH:19]=1. Given the reactants Cl.Cl[CH2:3][CH2:4][N:5]([CH3:7])[CH3:6].[OH-].[Na+].[CH3:10][N:11]1[C:15]([CH:16]([C:18]2[CH:23]=[CH:22][CH:21]=[CH:20][CH:19]=2)[OH:17])=[CH:14][CH:13]=[N:12]1.O, predict the reaction product. (7) The product is: [Cl:21][C:17]1[CH:16]=[C:15]([C:10]2[C:9]3[CH2:8][CH:7]([CH3:22])[CH2:6][CH2:5][C:4]=3[N:3]=[C:2]([N:23]3[CH2:28][CH2:27][CH2:26][CH2:25][CH2:24]3)[C:11]=2[C:12]([OH:14])=[O:13])[CH:20]=[CH:19][CH:18]=1. Given the reactants Cl[C:2]1[C:11]([C:12]([OH:14])=[O:13])=[C:10]([C:15]2[CH:20]=[CH:19][CH:18]=[C:17]([Cl:21])[CH:16]=2)[C:9]2[CH2:8][CH:7]([CH3:22])[CH2:6][CH2:5][C:4]=2[N:3]=1.[NH:23]1[CH2:28][CH2:27][CH2:26][CH2:25][CH2:24]1.C(=O)([O-])[O-].[K+].[K+], predict the reaction product.